From a dataset of Reaction yield outcomes from USPTO patents with 853,638 reactions. Predict the reaction yield, written as a fraction of the theoretical maximum amount of product (1.0 means a 100% yield; for example, 0.34 means a 34% yield). The reactants are F[C:2]1[CH:3]=[C:4]([CH:18]=[CH:19][C:20]=1[N+:21]([O-:23])=[O:22])[C:5]([N:7]([CH2:13][CH2:14][CH:15]([CH3:17])[CH3:16])[CH2:8][CH2:9][CH:10]([CH3:12])[CH3:11])=[O:6].[C:24]([NH:31][CH2:32][CH2:33][CH2:34][NH2:35])([O:26][C:27]([CH3:30])([CH3:29])[CH3:28])=[O:25].C(=O)([O-])[O-].[K+].[K+]. The catalyst is C(#N)C. The product is [CH3:11][CH:10]([CH3:12])[CH2:9][CH2:8][N:7]([CH2:13][CH2:14][CH:15]([CH3:17])[CH3:16])[C:5]([C:4]1[CH:18]=[CH:19][C:20]([N+:21]([O-:23])=[O:22])=[C:2]([NH:35][CH2:34][CH2:33][CH2:32][NH:31][C:24](=[O:25])[O:26][C:27]([CH3:29])([CH3:28])[CH3:30])[CH:3]=1)=[O:6]. The yield is 0.960.